Dataset: Reaction yield outcomes from USPTO patents with 853,638 reactions. Task: Predict the reaction yield, written as a fraction of the theoretical maximum amount of product (1.0 means a 100% yield; for example, 0.34 means a 34% yield). The reactants are [O:1]=[C:2]1[C:7]([CH2:8][C:9]2[CH:14]=[CH:13][C:12]([C:15]3[C:16]([C:21]#[N:22])=[CH:17][CH:18]=[CH:19][CH:20]=3)=[CH:11][CH:10]=2)=[C:6]([CH2:23][CH2:24][CH3:25])[N:5]2[N:26]=[CH:27][N:28]=[C:4]2[NH:3]1.Br[CH2:30][C:31]1[CH:40]=[CH:39][C:34]([C:35]([O:37][CH3:38])=[O:36])=[CH:33][CH:32]=1.C(=O)([O-])[O-].[K+].[K+].CN(C)C=O. The catalyst is C(OCC)(=O)C. The product is [C:21]([C:16]1[CH:17]=[CH:18][CH:19]=[CH:20][C:15]=1[C:12]1[CH:11]=[CH:10][C:9]([CH2:8][C:7]2[C:2](=[O:1])[N:3]([CH2:30][C:31]3[CH:40]=[CH:39][C:34]([C:35]([O:37][CH3:38])=[O:36])=[CH:33][CH:32]=3)[C:4]3[N:5]([N:26]=[CH:27][N:28]=3)[C:6]=2[CH2:23][CH2:24][CH3:25])=[CH:14][CH:13]=1)#[N:22]. The yield is 0.400.